From a dataset of Full USPTO retrosynthesis dataset with 1.9M reactions from patents (1976-2016). Predict the reactants needed to synthesize the given product. (1) Given the product [C:1]([N:5]1[C:9]([C:10]2[CH:15]=[CH:14][C:13]([F:16])=[CH:12][CH:11]=2)=[CH:8][C:7]([CH2:17][CH2:18][CH2:19][N:32]2[CH2:31][CH2:30][N:29]([C:24]3[CH:25]=[CH:26][C:27]([Cl:28])=[C:22]([Cl:21])[CH:23]=3)[CH2:34][CH2:33]2)=[N:6]1)([CH3:4])([CH3:3])[CH3:2], predict the reactants needed to synthesize it. The reactants are: [C:1]([N:5]1[C:9]([C:10]2[CH:15]=[CH:14][C:13]([F:16])=[CH:12][CH:11]=2)=[CH:8][C:7]([CH2:17][CH2:18][CH:19]=O)=[N:6]1)([CH3:4])([CH3:3])[CH3:2].[Cl:21][C:22]1[CH:23]=[C:24]([N:29]2[CH2:34][CH2:33][NH:32][CH2:31][CH2:30]2)[CH:25]=[CH:26][C:27]=1[Cl:28].CCN(C(C)C)C(C)C.[BH-](OC(C)=O)(OC(C)=O)OC(C)=O.[Na+]. (2) Given the product [Cl:10][C:11]1[CH:31]=[CH:30][CH:29]=[CH:28][C:12]=1[C:13]([NH:15][C@H:16]1[C:24]2[C:19](=[CH:20][CH:21]=[C:22]([C:25]([N:44]3[CH2:45][CH2:46][CH2:47][C:48]4([CH2:49][CH2:50][N:51]([C:54]([O:56][C:57]([CH3:60])([CH3:59])[CH3:58])=[O:55])[CH2:52][CH2:53]4)[CH2:43]3)=[O:26])[CH:23]=2)[CH2:18][CH2:17]1)=[O:14], predict the reactants needed to synthesize it. The reactants are: C(N(C(C)C)C(C)C)C.[Cl:10][C:11]1[CH:31]=[CH:30][CH:29]=[CH:28][C:12]=1[C:13]([NH:15][C@H:16]1[C:24]2[C:19](=[CH:20][CH:21]=[C:22]([C:25](O)=[O:26])[CH:23]=2)[CH2:18][CH2:17]1)=[O:14].O.ON1C2C=CC=CC=2N=N1.[CH2:43]1[C:48]2([CH2:53][CH2:52][N:51]([C:54]([O:56][C:57]([CH3:60])([CH3:59])[CH3:58])=[O:55])[CH2:50][CH2:49]2)[CH2:47][CH2:46][CH2:45][NH:44]1. (3) Given the product [CH2:10]([O:9][C@@H:8]1[C@@H:17]([O:18][CH2:19][C:20]2[CH:25]=[CH:24][CH:23]=[CH:22][CH:21]=2)[C@H:26]([O:27][CH2:28][C:29]2[CH:34]=[CH:33][CH:32]=[CH:31][CH:30]=2)[C@@H:35]([CH2:37][O:38][C:39](=[O:41])[CH3:40])[O:36][C@H:7]1[O:123][CH2:122][C@H:103]1[O:102][C@@H:94]([S:95][C:96]2[CH:97]=[CH:98][CH:99]=[CH:100][CH:101]=2)[C@H:93]([O:92][CH2:85][C:86]2[CH:91]=[CH:90][CH:89]=[CH:88][CH:87]=2)[C@@H:105]([O:106][CH2:107][C:108]2[CH:113]=[CH:112][CH:111]=[CH:110][CH:109]=2)[C@@H:104]1[O:114][CH2:115][C:116]1[CH:121]=[CH:120][CH:119]=[CH:118][CH:117]=1)[C:11]1[CH:16]=[CH:15][CH:14]=[CH:13][CH:12]=1, predict the reactants needed to synthesize it. The reactants are: C1([C@@:7]2(S([C@]3(C4C=CC=CC=4)O[C@H](COC(=O)C)[C@@H](OCC4C=CC=CC=4)[C@H](OCC4C=CC=CC=4)[C@H]3OCC3C=CC=CC=3)=O)[O:36][C@H:35]([CH2:37][O:38][C:39](=[O:41])[CH3:40])[C@@H:26]([O:27][CH2:28][C:29]3[CH:34]=[CH:33][CH:32]=[CH:31][CH:30]=3)[C@H:17]([O:18][CH2:19][C:20]3[CH:25]=[CH:24][CH:23]=[CH:22][CH:21]=3)[C@H:8]2[O:9][CH2:10][C:11]2[CH:16]=[CH:15][CH:14]=[CH:13][CH:12]=2)C=CC=CC=1.[CH2:85]([O:92][C@@H:93]1[C@@H:105]([O:106][CH2:107][C:108]2[CH:113]=[CH:112][CH:111]=[CH:110][CH:109]=2)[C@H:104]([O:114][CH2:115][C:116]2[CH:121]=[CH:120][CH:119]=[CH:118][CH:117]=2)[C@@H:103]([CH2:122][OH:123])[O:102][C@H:94]1[S:95][C:96]1[CH:101]=[CH:100][CH:99]=[CH:98][CH:97]=1)[C:86]1[CH:91]=[CH:90][CH:89]=[CH:88][CH:87]=1.C(C1C=C(C)C=C(C(C)(C)C)N=1)(C)(C)C.O(S(C(F)(F)F)(=O)=O)S(C(F)(F)F)(=O)=O. (4) Given the product [CH3:36][C:26]([S:32]([CH3:35])(=[O:34])=[O:33])([CH2:25][CH2:24][N:21]1[CH:22]=[CH:23][C:18]([C:8]2[CH:13]=[CH:12][CH:11]=[CH:10][CH:9]=2)=[C:19]([CH3:38])[C:20]1=[O:37])[C:27]([O:29][CH2:30][CH3:31])=[O:28], predict the reactants needed to synthesize it. The reactants are: O.C(=O)([O-])[O-].[K+].[K+].[C:8]1(B(O)O)[CH:13]=[CH:12][CH:11]=[CH:10][CH:9]=1.I[C:18]1[CH:23]=[CH:22][N:21]([CH2:24][CH2:25][C:26]([CH3:36])([S:32]([CH3:35])(=[O:34])=[O:33])[C:27]([O:29][CH2:30][CH3:31])=[O:28])[C:20](=[O:37])[C:19]=1[CH3:38].